This data is from Rat liver microsome stability data. The task is: Regression/Classification. Given a drug SMILES string, predict its absorption, distribution, metabolism, or excretion properties. Task type varies by dataset: regression for continuous measurements (e.g., permeability, clearance, half-life) or binary classification for categorical outcomes (e.g., BBB penetration, CYP inhibition). Dataset: rlm. (1) The compound is Cc1ccc(S(=O)(=O)Nc2ccc(Br)cc2C(=O)Nc2nc(-c3ccccc3)cs2)cc1. The result is 1 (stable in rat liver microsomes). (2) The molecule is N#Cc1ccccc1-c1csc(N2CCC(C(N)=O)CC2)n1. The result is 1 (stable in rat liver microsomes). (3) The drug is NC(=O)c1ccsc1NC(=O)Cc1cccc(Br)c1. The result is 1 (stable in rat liver microsomes). (4) The result is 1 (stable in rat liver microsomes). The drug is CC(C)C[C@H](NC(=O)[C@H](Cc1cscn1)NC(=O)CN1CCOCC1)C(=O)N[C@@H](Cc1ccccc1)C(=O)N[C@@H](CC(C)C)C(=O)[C@@]1(C)CO1. (5) The result is 1 (stable in rat liver microsomes). The drug is C=CC(=O)NCc1coc(-c2c(N)ncnc2Nc2ccc(F)c(Cl)c2)n1. (6) The drug is Cn1c(-c2ccccn2)c(C2CCCCC2)c2ccc(C(=O)NC(C)(C)C(=O)Nc3ccc(C=CC(=O)O)cc3)cc21. The result is 1 (stable in rat liver microsomes). (7) The drug is Fc1cc(F)cc(-n2cnc3c(NCc4nc5c(F)c(F)ccc5[nH]4)nc(N4CCOCC4)nc32)c1. The result is 1 (stable in rat liver microsomes).